Dataset: Reaction yield outcomes from USPTO patents with 853,638 reactions. Task: Predict the reaction yield, written as a fraction of the theoretical maximum amount of product (1.0 means a 100% yield; for example, 0.34 means a 34% yield). (1) The reactants are C(N(CC)CC)C.[F:8][C:9]1[CH:10]=[CH:11][CH:12]=[C:13]2[C:17]=1[N:16](C(OC(C)(C)C)=O)[CH:15]=[C:14]2[CH:25]=[O:26].[CH3:27][O:28][C:29]1[CH:30]=[C:31]([CH:40]=[CH:41][CH:42]=1)[N:32]=[CH:33][C:34]1[CH:35]=[N:36][CH:37]=[CH:38][CH:39]=1. The catalyst is [Cl-].C([N+]1C(C)=C(CCO)SC=1)C1C=CC=CC=1.C(O)C. The product is [F:8][C:9]1[CH:10]=[CH:11][CH:12]=[C:13]2[C:17]=1[NH:16][CH:15]=[C:14]2[C:25](=[O:26])[CH:33]([NH:32][C:31]1[CH:40]=[CH:41][CH:42]=[C:29]([O:28][CH3:27])[CH:30]=1)[C:34]1[CH:35]=[N:36][CH:37]=[CH:38][CH:39]=1. The yield is 0.180. (2) The reactants are [Br:1][C:2]1[CH:3]=[C:4]([CH:7]=[C:8]([O:10][CH3:11])[CH:9]=1)[CH:5]=O.[NH:12]1[CH2:17][CH2:16][CH2:15][CH2:14][CH2:13]1.[BH4-].[Na+]. The catalyst is C(Cl)Cl. The product is [Br:1][C:2]1[CH:3]=[C:4]([CH:7]=[C:8]([O:10][CH3:11])[CH:9]=1)[CH2:5][N:12]1[CH2:17][CH2:16][CH2:15][CH2:14][CH2:13]1. The yield is 0.690. (3) The reactants are Cl[CH2:2][C:3]1[C:11]([F:12])=[CH:10][C:6]2[O:7][CH2:8][O:9][C:5]=2[CH:4]=1.[C-:13]#[N:14].[Na+].O. The catalyst is CS(C)=O. The product is [F:12][C:11]1[C:3]([CH2:2][C:13]#[N:14])=[CH:4][C:5]2[O:9][CH2:8][O:7][C:6]=2[CH:10]=1. The yield is 0.700. (4) The product is [NH2:1][CH:2]([C:31]1[CH:36]=[CH:35][CH:34]=[CH:33][C:32]=1[O:37][CH:38]([F:39])[F:40])[C:3]1[N:7]2[CH:8]=[C:9]([C:12]3[CH:13]=[N:14][C:15]([N:18]4[CH2:19][CH2:20][C:21]([CH3:29])([C:24]([O-:26])=[O:25])[CH2:22][CH2:23]4)=[N:16][CH:17]=3)[CH:10]=[CH:11][C:6]2=[N:5][C:4]=1[CH3:30].[Na+:42]. The catalyst is C1COCC1.CO. The yield is 0.900. The reactants are [NH2:1][CH:2]([C:31]1[CH:36]=[CH:35][CH:34]=[CH:33][C:32]=1[O:37][CH:38]([F:40])[F:39])[C:3]1[N:7]2[CH:8]=[C:9]([C:12]3[CH:13]=[N:14][C:15]([N:18]4[CH2:23][CH2:22][C:21]([CH3:29])([C:24]([O:26]CC)=[O:25])[CH2:20][CH2:19]4)=[N:16][CH:17]=3)[CH:10]=[CH:11][C:6]2=[N:5][C:4]=1[CH3:30].[OH-].[Na+:42]. (5) The product is [Cl:1][C:2]1[CH:10]=[C:9]2[C:5]([C:6]([CH:19]=[O:20])=[CH:7][NH:8]2)=[CH:4][C:3]=1[C:26]1[CH:35]=[CH:34][C:29]([O:30][CH2:31][CH2:32][OH:33])=[C:28]([F:36])[CH:27]=1. The reactants are [Cl:1][C:2]1[CH:10]=[C:9]2[C:5]([CH:6]=[CH:7][NH:8]2)=[CH:4][C:3]=1B1OCC(C)(C)CO1.[C:19](=O)([O-])[O-:20].[K+].[K+].Br[C:26]1[CH:35]=[CH:34][C:29]([O:30][CH2:31][CH2:32][OH:33])=[C:28]([F:36])[CH:27]=1. The yield is 0.300. The catalyst is CN(C=O)C.O1CCOCC1.C1C=CC(P(C2C=CC=CC=2)[C-]2C=CC=C2)=CC=1.C1C=CC(P(C2C=CC=CC=2)[C-]2C=CC=C2)=CC=1.Cl[Pd]Cl.[Fe+2]. (6) The reactants are Br[C:2]1[CH:7]=[CH:6][C:5]([C:8]([CH3:12])([CH3:11])[CH2:9][OH:10])=[CH:4][CH:3]=1.[CH3:13][C:14]1([CH3:28])[CH2:19][O:18][B:17]([B:17]2[O:18][CH2:19][C:14]([CH3:28])([CH3:13])[CH2:15][O:16]2)[O:16][CH2:15]1.CC([O-])=O.[K+]. The catalyst is C1COCC1.C1C=CC(P(C2C=CC=CC=2)[C-]2C=CC=C2)=CC=1.C1C=CC(P(C2C=CC=CC=2)[C-]2C=CC=C2)=CC=1.Cl[Pd]Cl.[Fe+2]. The product is [CH3:13][C:14]1([CH3:28])[CH2:19][O:18][B:17]([C:2]2[CH:7]=[CH:6][C:5]([C:8]([CH3:12])([CH3:11])[CH2:9][OH:10])=[CH:4][CH:3]=2)[O:16][CH2:15]1. The yield is 0.420. (7) The reactants are Cl.CN.[CH2:4]([N:6](CC)CC)C.[C:11](Cl)(=[O:19])[CH2:12][CH2:13][CH2:14][CH2:15][CH2:16][CH2:17][CH3:18]. The catalyst is ClCCl. The product is [CH3:4][NH:6][C:11](=[O:19])[CH2:12][CH2:13][CH2:14][CH2:15][CH2:16][CH2:17][CH3:18]. The yield is 1.00.